Binary Classification. Given a miRNA mature sequence and a target amino acid sequence, predict their likelihood of interaction. From a dataset of Experimentally validated miRNA-target interactions with 360,000+ pairs, plus equal number of negative samples. The miRNA is hsa-miR-5698 with sequence UGGGGGAGUGCAGUGAUUGUGG. The protein sequence of the target gene is MGKEQELLEAARTGHLPAVEKLLSGKRLSSGFGGGGGGGSGGGGGGSGGGGGGLGSSSHPLSSLLSMWRGPNVNCVDSTGYTPLHHAALNGHKDVVEVLLRNDALTNVADSKGCYPLHLAAWKGDAQIVRLLIHQGPSHTRVNEQNNDNETALHCAAQYGHTEVVKVLLEELTDPTMRNNKFETPLDLAALYGRLEVVKMLLNAHPNLLSCNTKKHTPLHLAARNGHKAVVQVLLDAGMDSNYQTEMGSALHEAALFGKTDVVQILLAAGTDVNIKDNHGLTALDTVRELPSQKSQQIAA.... Result: 0 (no interaction).